Task: Predict the reaction yield, written as a fraction of the theoretical maximum amount of product (1.0 means a 100% yield; for example, 0.34 means a 34% yield).. Dataset: Reaction yield outcomes from USPTO patents with 853,638 reactions The reactants are [C:1](=[O:18])([OH:17])[O:2][C:3]1[CH:8]=[C:7](NC(OC(C)(C)C)=O)[CH:6]=[CH:5][CH:4]=1.[OH:19][C:20]1C2N=NNC=2C=CC=1.[CH2:41]1[CH2:42][CH2:43][CH:38]([N:37]=C=[N:37][CH:38]2[CH2:43][CH2:42][CH2:41][CH2:40][CH2:39]2)[CH2:39][CH2:40]1.OC1C=CC([C:49]([NH2:51])=[S:50])=CC=1.CN(C)C=[O:57]. The catalyst is C(OCC)(=O)C. The product is [NH2:37][C:38]1[CH:39]=[CH:40][C:41]([O:17][C:1]([O:2][C:3]2[CH:4]=[CH:5][C:6]([C:49](=[S:50])[NH2:51])=[CH:7][CH:8]=2)=[O:18])=[C:42]([CH:43]=1)[C:20]([OH:19])=[O:57]. The yield is 0.710.